Dataset: Full USPTO retrosynthesis dataset with 1.9M reactions from patents (1976-2016). Task: Predict the reactants needed to synthesize the given product. (1) Given the product [Cl:9][C:7]1[CH:6]=[CH:5][C:4]([CH:10]([CH3:12])[CH3:11])=[C:3]([CH:8]=1)[CH:15]=[O:16], predict the reactants needed to synthesize it. The reactants are: [Mg].Br[C:3]1[CH:8]=[C:7]([Cl:9])[CH:6]=[CH:5][C:4]=1[CH:10]([CH3:12])[CH3:11].CN(C)[CH:15]=[O:16].Cl. (2) Given the product [N+:17](/[CH:20]=[CH:13]/[C:12]1[CH:15]=[CH:16][C:9]([CH2:8][NH:7][C:1]2[CH:6]=[CH:5][CH:4]=[CH:3][CH:2]=2)=[CH:10][CH:11]=1)([O-:19])=[O:18], predict the reactants needed to synthesize it. The reactants are: [C:1]1([NH:7][CH2:8][C:9]2[CH:16]=[CH:15][C:12]([CH:13]=O)=[CH:11][CH:10]=2)[CH:6]=[CH:5][CH:4]=[CH:3][CH:2]=1.[N+:17]([CH3:20])([O-:19])=[O:18].C([O-])(=O)C.[NH4+]. (3) Given the product [Cl:21][C:17]1[CH:16]=[C:15]([S:12]([NH:11][C:9]2[CH:8]=[C:7]([CH3:22])[N:6]=[C:5]3[S:4][C:3]([C:23]4[CH:24]=[N:25][NH:26][CH:27]=4)=[C:2]([C:41]4[CH:40]=[N:39][CH:38]=[C:37]([O:36][CH3:35])[CH:42]=4)[C:10]=23)(=[O:13])=[O:14])[CH:20]=[CH:19][CH:18]=1, predict the reactants needed to synthesize it. The reactants are: Br[C:2]1[C:10]2[C:5](=[N:6][C:7]([CH3:22])=[CH:8][C:9]=2[NH:11][S:12]([C:15]2[CH:20]=[CH:19][CH:18]=[C:17]([Cl:21])[CH:16]=2)(=[O:14])=[O:13])[S:4][C:3]=1[C:23]1[CH:24]=[N:25][N:26](C(OC(C)(C)C)=O)[CH:27]=1.[CH3:35][O:36][C:37]1[CH:38]=[N:39][CH:40]=[C:41](B2OC(C)(C)C(C)(C)O2)[CH:42]=1.C(=O)([O-])[O-].[K+].[K+].O1CCOCC1. (4) Given the product [CH:1]1([NH:7][C:8]2[N:16]=[C:15]([C:43]([NH:38][CH2:37][CH2:36][N:30]3[CH2:35][CH2:34][CH2:33][CH2:32][CH2:31]3)=[O:44])[N:14]=[C:13]3[C:9]=2[N:10]=[CH:11][N:12]3[C@H:18]2[C@H:19]([OH:29])[C@H:20]([OH:28])[C@@H:21]([C:23]([NH:25][CH2:26][CH3:27])=[O:24])[O:22]2)[CH2:6][CH2:5][CH2:4][CH2:3][CH2:2]1, predict the reactants needed to synthesize it. The reactants are: [CH:1]1([NH:7][C:8]2[N:16]=[C:15](I)[N:14]=[C:13]3[C:9]=2[N:10]=[CH:11][N:12]3[C@@H:18]2[O:22][C@H:21]([C:23]([NH:25][CH2:26][CH3:27])=[O:24])[C@@H:20]([OH:28])[C@H:19]2[OH:29])[CH2:6][CH2:5][CH2:4][CH2:3][CH2:2]1.[N:30]1([CH2:36][CH2:37][NH2:38])[CH2:35][CH2:34][CH2:33][CH2:32][CH2:31]1.[C]=O.C1C[O:44][CH2:43]C1. (5) Given the product [C:31]([C:2]1[CH:3]=[C:4]([CH2:7][CH2:8][C:9]([O:11][C:12]([CH3:15])([CH3:14])[CH3:13])=[O:10])[CH:5]=[CH:6][N:1]=1)#[N:32], predict the reactants needed to synthesize it. The reactants are: [N:1]1[CH:6]=[CH:5][C:4]([CH2:7][CH2:8][C:9]([O:11][C:12]([CH3:15])([CH3:14])[CH3:13])=[O:10])=[CH:3][CH:2]=1.ClC1C=CC=C(C(OO)=O)C=1.C[Si]([C:31]#[N:32])(C)C.CN(C)C(Cl)=O.